Dataset: Forward reaction prediction with 1.9M reactions from USPTO patents (1976-2016). Task: Predict the product of the given reaction. (1) Given the reactants [CH2:1]([O:4][C:5]1([CH3:34])[CH2:10][CH2:9][N:8]([C:11]2[C:12]3[N:13]([N:24]=[C:25]([C:27]4[CH:32]=[CH:31][CH:30]=[C:29]([Br:33])[CH:28]=4)[CH:26]=3)[CH:14]=[C:15]([CH3:23])[C:16]=2[C:17](=[O:22])[C:18]([O:20][CH3:21])=[O:19])[CH2:7][CH2:6]1)[CH:2]=[CH2:3].CB1N2CCC[C@@H]2C(C2C=CC=CC=2)(C2C=CC=CC=2)O1.C(=O)=O.C(#N)C.[B]1OC2C(=CC=CC=2)O1, predict the reaction product. The product is: [CH2:1]([O:4][C:5]1([CH3:34])[CH2:6][CH2:7][N:8]([C:11]2[C:12]3[N:13]([N:24]=[C:25]([C:27]4[CH:32]=[CH:31][CH:30]=[C:29]([Br:33])[CH:28]=4)[CH:26]=3)[CH:14]=[C:15]([CH3:23])[C:16]=2[C@H:17]([OH:22])[C:18]([O:20][CH3:21])=[O:19])[CH2:9][CH2:10]1)[CH:2]=[CH2:3]. (2) The product is: [CH3:20][O:21][N:22]=[C:9]([C:4]1[CH:5]=[CH:6][C:7]([Cl:8])=[C:2]([Cl:1])[CH:3]=1)[CH2:10][CH2:11][CH2:12][N:13]1[CH:17]=[CH:16][N:15]=[CH:14]1. Given the reactants [Cl:1][C:2]1[CH:3]=[C:4]([C:9](=O)[CH2:10][CH2:11][CH2:12][N:13]2[CH:17]=[CH:16][N:15]=[CH:14]2)[CH:5]=[CH:6][C:7]=1[Cl:8].Cl.[CH3:20][O:21][NH2:22].N1C=CC=CC=1, predict the reaction product.